From a dataset of Full USPTO retrosynthesis dataset with 1.9M reactions from patents (1976-2016). Predict the reactants needed to synthesize the given product. (1) Given the product [CH3:16][CH:17]1[CH2:22][CH2:21][CH2:20][CH:19]([CH3:23])[N:18]1[CH2:24][CH2:25][NH:26][C:27]1[N:28]=[N+:29]([O-:40])[C:30]2[CH:39]=[C:38]3[C:34]([CH2:35][CH2:36][CH2:37]3)=[CH:33][C:31]=2[N+:32]=1[O-:4], predict the reactants needed to synthesize it. The reactants are: OO.C(OC(C(F)(F)F)=O)(C(F)(F)F)=[O:4].[CH3:16][CH:17]1[CH2:22][CH2:21][CH2:20][CH:19]([CH3:23])[N:18]1[CH2:24][CH2:25][NH:26][C:27]1[N:28]=[N+:29]([O-:40])[C:30]2[CH:39]=[C:38]3[C:34]([CH2:35][CH2:36][CH2:37]3)=[CH:33][C:31]=2[N:32]=1.C(O)(C(F)(F)F)=O. (2) The reactants are: [N:1]12[CH2:8][CH2:7][CH:4]([CH2:5][CH2:6]1)[CH:3]([O:9][C:10]1[CH:15]=[CH:14][C:13]([C:16]3[C:24]4[C:19](=[CH:20][CH:21]=[CH:22][CH:23]=4)[NH:18][CH:17]=3)=[CH:12][CH:11]=1)[CH2:2]2.[C:25]([OH:32])(=[O:31])/[CH:26]=[CH:27]/[C:28]([OH:30])=[O:29]. Given the product [C:25]([OH:32])(=[O:31])/[CH:26]=[CH:27]/[C:28]([OH:30])=[O:29].[N:1]12[CH2:6][CH2:5][CH:4]([CH2:7][CH2:8]1)[CH:3]([O:9][C:10]1[CH:15]=[CH:14][C:13]([C:16]3[C:24]4[C:19](=[CH:20][CH:21]=[CH:22][CH:23]=4)[NH:18][CH:17]=3)=[CH:12][CH:11]=1)[CH2:2]2.[N:1]12[CH2:6][CH2:5][CH:4]([CH2:7][CH2:8]1)[CH:3]([O:9][C:10]1[CH:15]=[CH:14][C:13]([C:16]3[C:24]4[C:19](=[CH:20][CH:21]=[CH:22][CH:23]=4)[NH:18][CH:17]=3)=[CH:12][CH:11]=1)[CH2:2]2, predict the reactants needed to synthesize it. (3) Given the product [F:24][C:16]([C:15]1[N:9]=[CH:7][N:8]=[C:13]([OH:12])[CH:14]=1)([F:25])[C:17]([F:22])([F:23])[C:18]([F:21])([F:20])[F:19], predict the reactants needed to synthesize it. The reactants are: C([O-])(=O)C.[Na+].Cl.[CH:7]([NH2:9])=[NH:8].C([O:12][C:13](=O)[CH2:14][C:15](=O)[C:16]([F:25])([F:24])[C:17]([F:23])([F:22])[C:18]([F:21])([F:20])[F:19])C. (4) Given the product [F:12][C:13]1[CH:18]=[CH:17][C:16]([C:19]2[O:20][C:21]3[CH:31]=[CH:30][C:29]([C:32]4[CH:40]=[CH:39][CH:38]=[C:34]([C:35]([N:8]5[CH2:9][CH2:10][CH2:11][CH:7]5[C:1]5[CH:6]=[CH:5][CH:4]=[CH:3][CH:2]=5)=[O:36])[CH:33]=4)=[CH:28][C:22]=3[C:23]=2[C:24]([NH:25][CH3:26])=[O:27])=[CH:15][CH:14]=1, predict the reactants needed to synthesize it. The reactants are: [C:1]1([CH:7]2[CH2:11][CH2:10][CH2:9][NH:8]2)[CH:6]=[CH:5][CH:4]=[CH:3][CH:2]=1.[F:12][C:13]1[CH:18]=[CH:17][C:16]([C:19]2[O:20][C:21]3[CH:31]=[CH:30][C:29]([C:32]4[CH:33]=[C:34]([CH:38]=[CH:39][CH:40]=4)[C:35](O)=[O:36])=[CH:28][C:22]=3[C:23]=2[C:24](=[O:27])[NH:25][CH3:26])=[CH:15][CH:14]=1.CN(C(ON1N=NC2C=CC=NC1=2)=[N+](C)C)C.F[P-](F)(F)(F)(F)F.CCN(C(C)C)C(C)C. (5) The reactants are: [Cl:1][C:2]1[CH:3]=[CH:4][C:5]2[CH2:11][O:10][C:9]3[CH:12]=[CH:13][CH:14]=[CH:15][C:8]=3[N:7]([CH2:16][C@H:17]3[CH2:21][CH2:20][CH2:19][N:18]3[CH2:22][CH2:23][C:24]3[CH:29]=[CH:28][C:27]([N:30]([CH3:32])[CH3:31])=[CH:26][CH:25]=3)[C:6]=2[CH:33]=1.[ClH:34].CC(O)C. Given the product [ClH:1].[ClH:34].[Cl:1][C:2]1[CH:3]=[CH:4][C:5]2[CH2:11][O:10][C:9]3[CH:12]=[CH:13][CH:14]=[CH:15][C:8]=3[N:7]([CH2:16][C@H:17]3[CH2:21][CH2:20][CH2:19][N:18]3[CH2:22][CH2:23][C:24]3[CH:25]=[CH:26][C:27]([N:30]([CH3:32])[CH3:31])=[CH:28][CH:29]=3)[C:6]=2[CH:33]=1, predict the reactants needed to synthesize it. (6) The reactants are: [CH2:1]([N:8]([CH2:14]OC)[CH2:9][Si](C)(C)C)[C:2]1[CH:7]=[CH:6][CH:5]=[CH:4][CH:3]=1.[C:17]1(=[O:23])[NH:21][C:20](=[O:22])[CH:19]=[CH:18]1.FC(F)(F)C(O)=O. Given the product [CH2:1]([N:8]1[CH2:9][C@@H:19]2[C:20](=[O:22])[NH:21][C:17](=[O:23])[C@@H:18]2[CH2:14]1)[C:2]1[CH:3]=[CH:4][CH:5]=[CH:6][CH:7]=1, predict the reactants needed to synthesize it. (7) Given the product [Cl:2][C:3]1[CH:4]=[CH:5][C:6]([NH:13][C:14]([CH:16]2[CH2:21][CH2:20][CH2:19][N:18]([C:34](=[O:35])[CH2:33][C:29]3[CH:30]=[CH:31][CH:32]=[C:27]([C:24]4[CH:25]=[CH:26][O:22][CH:23]=4)[CH:28]=3)[CH2:17]2)=[O:15])=[C:7]([CH:12]=1)[C:8]([O:10][CH3:11])=[O:9], predict the reactants needed to synthesize it. The reactants are: Cl.[Cl:2][C:3]1[CH:4]=[CH:5][C:6]([NH:13][C:14]([CH:16]2[CH2:21][CH2:20][CH2:19][NH:18][CH2:17]2)=[O:15])=[C:7]([CH:12]=1)[C:8]([O:10][CH3:11])=[O:9].[O:22]1[CH:26]=[CH:25][C:24]([C:27]2[CH:28]=[C:29]([CH2:33][C:34](O)=[O:35])[CH:30]=[CH:31][CH:32]=2)=[CH:23]1. (8) Given the product [N+:1]([C:4]1[CH:5]=[CH:6][C:7]([N:10]2[CH2:11][CH2:12][N:13]([C:19]3[CH:24]=[CH:23][C:22]([N+:25]([O-:27])=[O:26])=[CH:21][CH:20]=3)[CH2:14][CH2:15][N:16]([CH2:37][CH2:36][OH:38])[CH2:17][CH2:18]2)=[CH:8][CH:9]=1)([O-:3])=[O:2], predict the reactants needed to synthesize it. The reactants are: [N+:1]([C:4]1[CH:9]=[CH:8][C:7]([N:10]2[CH2:18][CH2:17][NH:16][CH2:15][CH2:14][N:13]([C:19]3[CH:24]=[CH:23][C:22]([N+:25]([O-:27])=[O:26])=[CH:21][CH:20]=3)[CH2:12][CH2:11]2)=[CH:6][CH:5]=1)([O-:3])=[O:2].C(N(CC)CC)C.Br[CH:36]([OH:38])[CH3:37].O. (9) Given the product [NH:24]1[CH:23]=[C:22]([C:19]2[CH:20]=[CH:21][C:16]([C:13]3[CH:12]=[CH:11][C:10]([N:5]4[CH2:6][CH2:7][C@@H:8]5[CH2:9][N:2]([CH3:1])[CH2:3][C@H:4]45)=[CH:15][CH:14]=3)=[CH:17][CH:18]=2)[CH:26]=[N:25]1, predict the reactants needed to synthesize it. The reactants are: [CH3:1][N:2]1[CH2:9][C@@H:8]2[C@@H:4]([N:5]([C:10]3[CH:15]=[CH:14][C:13]([C:16]4[CH:21]=[CH:20][C:19]([C:22]5[CH:23]=[N:24][N:25](C(C6C=CC=CC=6)(C6C=CC=CC=6)C6C=CC=CC=6)[CH:26]=5)=[CH:18][CH:17]=4)=[CH:12][CH:11]=3)[CH2:6][CH2:7]2)[CH2:3]1.